This data is from Full USPTO retrosynthesis dataset with 1.9M reactions from patents (1976-2016). The task is: Predict the reactants needed to synthesize the given product. (1) Given the product [Cl:13][C:10]1[CH:9]=[CH:8][C:3]([C:4]([O:6][CH3:7])=[O:5])=[C:2]2[C:11]=1[CH:12]=[N:21][NH:1]2, predict the reactants needed to synthesize it. The reactants are: [NH2:1][C:2]1[C:11]([CH3:12])=[C:10]([Cl:13])[CH:9]=[CH:8][C:3]=1[C:4]([O:6][CH3:7])=[O:5].C(OC(=O)C)(=O)C.[N:21](OCCC(C)C)=O.C([O-])(=O)C.[K+]. (2) Given the product [CH2:13]([N:8]([CH2:9][CH3:10])[C:28](=[O:29])[CH:30]([N:8]1[CH2:13][CH2:12][N:11]([C:14]2[CH:19]=[CH:18][C:17]([C:20]3[N:24]=[C:23]([CH2:25][CH3:26])[O:22][N:21]=3)=[CH:16][C:15]=2[F:27])[CH2:10][CH2:9]1)[C:16]1[CH:15]=[CH:14][CH:19]=[CH:18][CH:17]=1)[CH3:12], predict the reactants needed to synthesize it. The reactants are: C(OC([N:8]1[CH2:13][CH2:12][N:11]([C:14]2[CH:19]=[CH:18][C:17]([C:20]3[N:24]=[C:23]([CH2:25][CH3:26])[O:22][N:21]=3)=[CH:16][C:15]=2[F:27])[CH2:10][CH2:9]1)=O)(C)(C)C.[C:28](O)([C:30](F)(F)F)=[O:29]. (3) Given the product [F:37][C:24]1[CH:25]=[C:26]([NH:29][C:30]([NH:32][CH:33]2[CH2:34][O:35][CH2:36]2)=[O:31])[CH:27]=[CH:28][C:23]=1[O:22][C:19]1[CH:18]=[CH:17][N:16]=[C:15]2[CH:14]=[C:13]([C:10]3[CH:9]=[CH:8][C:7]([CH:3]=[O:2])=[CH:12][N:11]=3)[S:21][C:20]=12, predict the reactants needed to synthesize it. The reactants are: Cl.[O:2]1CCO[CH:3]1[C:7]1[CH:8]=[CH:9][C:10]([C:13]2[S:21][C:20]3[C:15](=[N:16][CH:17]=[CH:18][C:19]=3[O:22][C:23]3[CH:28]=[CH:27][C:26]([NH:29][C:30]([NH:32][CH:33]4[CH2:36][O:35][CH2:34]4)=[O:31])=[CH:25][C:24]=3[F:37])[CH:14]=2)=[N:11][CH:12]=1. (4) Given the product [CH2:1]([O:3][C:4]([N:6]1[C:14]2[C:9](=[CH:10][CH:11]=[C:12]([Cl:15])[CH:13]=2)[C:8]2([CH:16]([C:17]3[CH:22]=[CH:21][CH:20]=[C:19]([Cl:23])[CH:18]=3)[CH2:36][C:35](=[O:37])[NH:34][CH:33]2[C:27]2[C:28]([CH3:32])=[CH:29][CH:30]=[CH:31][C:26]=2[CH3:25])[C:7]1=[O:24])=[O:5])[CH3:2], predict the reactants needed to synthesize it. The reactants are: [CH2:1]([O:3][C:4]([N:6]1[C:14]2[C:9](=[CH:10][CH:11]=[C:12]([Cl:15])[CH:13]=2)/[C:8](=[CH:16]/[C:17]2[CH:22]=[CH:21][CH:20]=[C:19]([Cl:23])[CH:18]=2)/[C:7]1=[O:24])=[O:5])[CH3:2].[CH3:25][C:26]1[CH:31]=[CH:30][CH:29]=[C:28]([CH3:32])[C:27]=1[CH:33]=[N:34][C:35]([O:37][Si](C)(C)C)=[CH2:36].